From a dataset of Full USPTO retrosynthesis dataset with 1.9M reactions from patents (1976-2016). Predict the reactants needed to synthesize the given product. (1) Given the product [CH3:20][C:19]1[NH:2][C:1](=[O:23])[C:3]2[CH:7]=[C:6]([CH3:8])[N:5]([C:9]3[C:14]([CH3:15])=[CH:13][C:12]([CH3:16])=[CH:11][C:10]=3[CH3:17])[C:4]=2[N:18]=1, predict the reactants needed to synthesize it. The reactants are: [C:1]([C:3]1[CH:7]=[C:6]([CH3:8])[N:5]([C:9]2[C:14]([CH3:15])=[CH:13][C:12]([CH3:16])=[CH:11][C:10]=2[CH3:17])[C:4]=1[NH:18][C:19](=O)[CH3:20])#[N:2].P(=O)(O)(O)[OH:23]. (2) Given the product [Br:15][C:16]1[CH:17]=[C:18]([NH:22][CH2:26][C:25]2[CH:28]=[CH:29][CH:30]=[CH:31][C:24]=2[OH:23])[CH:19]=[N:20][CH:21]=1, predict the reactants needed to synthesize it. The reactants are: C(O[BH-](OC(=O)C)OC(=O)C)(=O)C.[Na+].[Br:15][C:16]1[CH:17]=[C:18]([NH2:22])[CH:19]=[N:20][CH:21]=1.[OH:23][C:24]1[CH:31]=[CH:30][CH:29]=[CH:28][C:25]=1[CH:26]=O.O.